Dataset: Forward reaction prediction with 1.9M reactions from USPTO patents (1976-2016). Task: Predict the product of the given reaction. (1) Given the reactants [CH3:1][O:2]/[C:3](/[CH2:9][CH3:10])=[CH:4]/[C:5]([O:7][CH3:8])=[O:6].[Br:11]N1C(=O)CCC1=O, predict the reaction product. The product is: [Br:11][CH:9]([CH3:10])/[C:3](/[O:2][CH3:1])=[CH:4]\[C:5]([O:7][CH3:8])=[O:6]. (2) Given the reactants [Cl:1][C:2]1[CH:7]=[CH:6][C:5]([NH:8][C:9](=[O:17])[C:10]2[CH:15]=[CH:14][CH:13]=[C:12]([OH:16])[CH:11]=2)=[CH:4][C:3]=1[C:18]1[NH:22][C:21]2[CH:23]=[CH:24][C:25]([N:27]([CH3:29])[CH3:28])=[CH:26][C:20]=2[N:19]=1.O[CH2:31][CH2:32][CH2:33][CH2:34][CH2:35][CH2:36][C:37]([O:39][CH2:40][CH3:41])=[O:38].C1C=CC(P(C2C=CC=CC=2)C2C=CC=CC=2)=CC=1.CC(OC(/N=N/C(OC(C)C)=O)=O)C, predict the reaction product. The product is: [CH2:40]([O:39][C:37](=[O:38])[CH2:36][CH2:35][CH2:34][CH2:33][CH2:32][CH2:31][O:16][C:12]1[CH:13]=[CH:14][CH:15]=[C:10]([C:9](=[O:17])[NH:8][C:5]2[CH:6]=[CH:7][C:2]([Cl:1])=[C:3]([C:18]3[NH:22][C:21]4[CH:23]=[CH:24][C:25]([N:27]([CH3:29])[CH3:28])=[CH:26][C:20]=4[N:19]=3)[CH:4]=2)[CH:11]=1)[CH3:41]. (3) Given the reactants CCN(C(C)C)C(C)C.[Li]CCCC.[CH2:15]([O:17][C:18](=[O:36])[CH2:19][C:20]1[CH:25]=[CH:24][C:23]([S:26]([N:29]2[CH2:34][CH2:33][N:32]([CH3:35])[CH2:31][CH2:30]2)(=[O:28])=[O:27])=[CH:22][CH:21]=1)[CH3:16].[CH:37]1([CH2:42]I)[CH2:41][CH2:40][CH2:39][CH2:38]1.[NH4+].[Cl-], predict the reaction product. The product is: [CH2:15]([O:17][C:18](=[O:36])[CH:19]([C:20]1[CH:21]=[CH:22][C:23]([S:26]([N:29]2[CH2:34][CH2:33][N:32]([CH3:35])[CH2:31][CH2:30]2)(=[O:27])=[O:28])=[CH:24][CH:25]=1)[CH2:42][CH:37]1[CH2:41][CH2:40][CH2:39][CH2:38]1)[CH3:16].